Dataset: Catalyst prediction with 721,799 reactions and 888 catalyst types from USPTO. Task: Predict which catalyst facilitates the given reaction. (1) Reactant: [CH3:1][O:2][C:3]1[N:8]=[C:7]([O:9][CH3:10])[C:6]([C:11]2[CH:20]=[C:19]3[C:14]([C:15]([NH:24][C:25]4[CH:26]=[C:27]([CH:33]=[CH:34][CH:35]=4)[C:28]([O:30][CH2:31][CH3:32])=[O:29])=[C:16]([N+:21]([O-])=O)[CH:17]=[N:18]3)=[CH:13][CH:12]=2)=[CH:5][N:4]=1.O.O.[Sn](Cl)Cl.C(=O)([O-])[O-].[Na+].[Na+].ClCCl. Product: [NH2:21][C:16]1[CH:17]=[N:18][C:19]2[C:14]([C:15]=1[NH:24][C:25]1[CH:26]=[C:27]([CH:33]=[CH:34][CH:35]=1)[C:28]([O:30][CH2:31][CH3:32])=[O:29])=[CH:13][CH:12]=[C:11]([C:6]1[C:7]([O:9][CH3:10])=[N:8][C:3]([O:2][CH3:1])=[N:4][CH:5]=1)[CH:20]=2. The catalyst class is: 8. (2) Reactant: C1(C)C=CC=CC=1.O1CCCC1.[NH2:13][C:14]1[C:22]2[C:17](=[CH:18][CH:19]=[C:20]([C:23]3[C:28]([Cl:29])=[CH:27][CH:26]=[CH:25][N:24]=3)[CH:21]=2)[N:16](C(OC(C)(C)C)=O)[N:15]=1.[CH2:37]([N:39]=[C:40]=[O:41])[CH3:38]. Product: [Cl:29][C:28]1[C:23]([C:20]2[CH:21]=[C:22]3[C:17](=[CH:18][CH:19]=2)[NH:16][N:15]=[C:14]3[NH:13][C:40]([NH:39][CH2:37][CH3:38])=[O:41])=[N:24][CH:25]=[CH:26][CH:27]=1. The catalyst class is: 66. (3) Reactant: [NH2:1][C@H:2]([C:5]1[CH:14]=[CH:13][C:12]2[C:7](=[CH:8][CH:9]=[CH:10][CH:11]=2)[CH:6]=1)[CH2:3][OH:4].[F:15][C:16]1[CH:26]=[CH:25][CH:24]=[CH:23][C:17]=1[CH:18]=[CH:19][C:20](O)=[O:21].CCN=C=NCCCN(C)C.Cl.C(N(CC)CC)C. Product: [F:15][C:16]1[CH:26]=[CH:25][CH:24]=[CH:23][C:17]=1[CH:18]=[CH:19][C:20]([NH:1][C@H:2]([C:5]1[CH:14]=[CH:13][C:12]2[C:7](=[CH:8][CH:9]=[CH:10][CH:11]=2)[CH:6]=1)[CH2:3][OH:4])=[O:21]. The catalyst class is: 166. (4) Reactant: [C:1]([C:4]1[CH:33]=[CH:32][C:7]([O:8][CH2:9][C:10]2[CH:15]=[CH:14][C:13]([CH:16]([O:25][CH:26]3[CH2:31][CH2:30][CH2:29][CH2:28][O:27]3)[C:17]3[CH:18]=[C:19]([CH:22]=[CH:23][CH:24]=3)[C:20]#N)=[CH:12][CH:11]=2)=[C:6]([Cl:34])[C:5]=1[OH:35])(=[O:3])[CH3:2].[OH-:36].[K+].Cl.[OH2:39]. Product: [C:1]([C:4]1[CH:33]=[CH:32][C:7]([O:8][CH2:9][C:10]2[CH:15]=[CH:14][C:13]([CH:16]([O:25][CH:26]3[CH2:31][CH2:30][CH2:29][CH2:28][O:27]3)[C:17]3[CH:18]=[C:19]([CH:22]=[CH:23][CH:24]=3)[C:20]([OH:39])=[O:36])=[CH:12][CH:11]=2)=[C:6]([Cl:34])[C:5]=1[OH:35])(=[O:3])[CH3:2]. The catalyst class is: 8.